Dataset: Full USPTO retrosynthesis dataset with 1.9M reactions from patents (1976-2016). Task: Predict the reactants needed to synthesize the given product. (1) Given the product [O:1]=[C:2]1[C:6]2([CH2:7][CH2:8][N:9]([CH2:30][CH2:31][CH2:32][N:33]3[C:37]4[CH:38]=[CH:39][CH:40]=[CH:41][C:36]=4[NH:35][C:34]3=[O:42])[CH2:10][CH2:11]2)[N:5]([C:12]2[CH:17]=[CH:16][CH:15]=[CH:14][CH:13]=2)[CH2:4][N:3]1[C@H:18]([C:23]1[CH:24]=[CH:25][CH:26]=[CH:27][CH:28]=1)[C:19]([O:21][CH3:22])=[O:20], predict the reactants needed to synthesize it. The reactants are: [O:1]=[C:2]1[C:6]2([CH2:11][CH2:10][NH:9][CH2:8][CH2:7]2)[N:5]([C:12]2[CH:17]=[CH:16][CH:15]=[CH:14][CH:13]=2)[CH2:4][N:3]1[C@H:18]([C:23]1[CH:28]=[CH:27][CH:26]=[CH:25][CH:24]=1)[C:19]([O:21][CH3:22])=[O:20].I[CH2:30][CH2:31][CH2:32][N:33]1[C:37]2[CH:38]=[CH:39][CH:40]=[CH:41][C:36]=2[NH:35][C:34]1=[O:42].C(=O)([O-])[O-].[K+].[K+].CO. (2) Given the product [CH3:1][C:2]1([CH3:18])[C:6]([CH3:8])([CH3:7])[O:5][B:4]([C:9]2[CH:10]=[CH:11][C:12]3[O:27][CH:26]=[N:15][C:16]=3[CH:17]=2)[O:3]1, predict the reactants needed to synthesize it. The reactants are: [CH3:1][C:2]1([CH3:18])[C:6]([CH3:8])([CH3:7])[O:5][B:4]([C:9]2[CH:17]=[C:16]3[C:12](C=N[NH:15]3)=[CH:11][CH:10]=2)[O:3]1.BrC1C=CC2[O:27][CH:26]=NC=2C=1. (3) The reactants are: [O:1]=[C:2]1[CH2:11][CH2:10][C@@H:9]2[C@@H:4]([CH2:5][C@@H:6]([C:16]([O:18][CH2:19][CH3:20])=[O:17])[N:7](C(OC)=O)[CH2:8]2)[CH2:3]1.I[Si](C)(C)C.C(N(CC)CC)C.[C:44]([O:43][C:41](O[C:41]([O:43][C:44]([CH3:47])([CH3:46])[CH3:45])=[O:42])=[O:42])([CH3:47])([CH3:46])[CH3:45]. Given the product [O:1]=[C:2]1[CH2:11][CH2:10][C@@H:9]2[C@@H:4]([CH2:5][C@@H:6]([C:16]([O:18][CH2:19][CH3:20])=[O:17])[N:7]([C:41]([O:43][C:44]([CH3:45])([CH3:46])[CH3:47])=[O:42])[CH2:8]2)[CH2:3]1, predict the reactants needed to synthesize it. (4) The reactants are: [CH3:1][O:2][CH2:3][CH2:4][O:5][C:6]1[CH:7]=[C:8]([C:13]2[C:14]3[CH:21]=[C:20]([CH2:22][O:23][C:24]4[N:29]=[CH:28][C:27]([C@@H:30]([C:37]#[C:38][CH3:39])[CH2:31][C:32]([O:34]CC)=[O:33])=[CH:26][CH:25]=4)[CH:19]=[CH:18][C:15]=3[S:16][CH:17]=2)[C:9]([CH3:12])=[N:10][CH:11]=1.[Li+].[OH-].Cl. Given the product [CH3:1][O:2][CH2:3][CH2:4][O:5][C:6]1[CH:7]=[C:8]([C:13]2[C:14]3[CH:21]=[C:20]([CH2:22][O:23][C:24]4[N:29]=[CH:28][C:27]([C@@H:30]([C:37]#[C:38][CH3:39])[CH2:31][C:32]([OH:34])=[O:33])=[CH:26][CH:25]=4)[CH:19]=[CH:18][C:15]=3[S:16][CH:17]=2)[C:9]([CH3:12])=[N:10][CH:11]=1, predict the reactants needed to synthesize it. (5) Given the product [Br:18][C:15]1[CH:14]=[C:13]([F:19])[C:12]2[O:11][C:10]3[C:5](=[CH:6][C:7]([OH:20])=[CH:8][CH:9]=3)[C@:4]3([N:3]=[C:2]([NH:1][C:37](=[O:38])[O:39][C:40]([CH3:43])([CH3:42])[CH3:41])[CH2:23][O:22][CH2:21]3)[C:17]=2[CH:16]=1, predict the reactants needed to synthesize it. The reactants are: [NH2:1][C:2]1[CH2:23][O:22][CH2:21][C@:4]2([C:17]3[CH:16]=[C:15]([Br:18])[CH:14]=[C:13]([F:19])[C:12]=3[O:11][C:10]3[C:5]2=[CH:6][C:7]([OH:20])=[CH:8][CH:9]=3)[N:3]=1.O1CCOCC1.C(N(CC)CC)C.[C:37](O[C:37]([O:39][C:40]([CH3:43])([CH3:42])[CH3:41])=[O:38])([O:39][C:40]([CH3:43])([CH3:42])[CH3:41])=[O:38].